From a dataset of Catalyst prediction with 721,799 reactions and 888 catalyst types from USPTO. Predict which catalyst facilitates the given reaction. (1) Reactant: C[Si](C)(C)CCOC[N:7]1[C:11]2[C:12]3[CH:13]=[CH:14][S:15][C:16]=3[CH2:17][C:10]=2[C:9]([C:18]2[CH:19]=[C:20]([NH:24]C(=O)C)[CH:21]=[CH:22][CH:23]=2)=[N:8]1.[ClH:30]. Product: [ClH:30].[S:15]1[CH:14]=[CH:13][C:12]2[C:11]3[NH:7][N:8]=[C:9]([C:18]4[CH:19]=[C:20]([NH2:24])[CH:21]=[CH:22][CH:23]=4)[C:10]=3[CH2:17][C:16]1=2. The catalyst class is: 5. (2) Reactant: [CH:1]1([N:7]2[CH2:12][CH2:11][CH:10]([C:13]3[CH:20]=[CH:19][C:16]([C:17]#[N:18])=[CH:15][CH:14]=3)[CH2:9][CH2:8]2)[CH2:6][CH2:5][CH2:4][CH2:3][CH2:2]1.N[NH:22][C:23]([NH2:25])=[S:24].[F:26][C:27]([F:32])([F:31])[C:28]([OH:30])=[O:29]. Product: [F:26][C:27]([F:32])([F:31])[C:28]([OH:30])=[O:29].[CH:1]1([N:7]2[CH2:8][CH2:9][CH:10]([C:13]3[CH:14]=[CH:15][C:16]([C:17]4[S:24][C:23]([NH2:25])=[N:22][N:18]=4)=[CH:19][CH:20]=3)[CH2:11][CH2:12]2)[CH2:2][CH2:3][CH2:4][CH2:5][CH2:6]1. The catalyst class is: 11. (3) The catalyst class is: 9. Product: [C:1]([O:5][C:6]([N:8]1[CH2:12][CH2:11][CH:10]([O:13][CH3:17])[CH2:9]1)=[O:7])([CH3:4])([CH3:2])[CH3:3]. Reactant: [C:1]([O:5][C:6]([N:8]1[CH2:12][CH2:11][CH:10]([OH:13])[CH2:9]1)=[O:7])([CH3:4])([CH3:3])[CH3:2].[H-].[Na+].I[CH3:17]. (4) Reactant: [CH3:1][S:2](Cl)(=[O:4])=[O:3].[OH:6][CH2:7][CH2:8][N:9]1[C:13](=[O:14])[C:12]2=[CH:15][CH:16]=[CH:17][CH:18]=[C:11]2[C:10]1=[O:19]. Product: [CH3:1][S:2]([O:6][CH2:7][CH2:8][N:9]1[C:13](=[O:14])[C:12]2=[CH:15][CH:16]=[CH:17][CH:18]=[C:11]2[C:10]1=[O:19])(=[O:4])=[O:3]. The catalyst class is: 236. (5) Reactant: [F:1][C:2]1[C:11]2[C:12]([OH:18])([C:14](OC)=[O:15])[CH2:13][N:9]3[C:10]=2[C:5]([CH:6]=[CH:7][C:8]3=[O:19])=[CH:4][CH:3]=1.[BH4-].[Na+]. Product: [F:1][C:2]1[C:11]2[C:12]([OH:18])([CH2:14][OH:15])[CH2:13][N:9]3[C:10]=2[C:5]([CH:6]=[CH:7][C:8]3=[O:19])=[CH:4][CH:3]=1. The catalyst class is: 5.